Dataset: Forward reaction prediction with 1.9M reactions from USPTO patents (1976-2016). Task: Predict the product of the given reaction. Given the reactants [C:1]([C:5]1[CH:9]=[C:8]([NH:10][C:11](=[O:43])[NH:12][C:13]2[CH:14]=[C:15]([CH:40]=[CH:41][CH:42]=2)[O:16][C:17]2[C:26]3[C:21](=[CH:22][C:23]([O:29][CH2:30][CH:31]4[CH2:36][CH2:35][N:34](C([O-])=O)[CH2:33][CH2:32]4)=[C:24]([O:27][CH3:28])[CH:25]=3)[N:20]=[CH:19][N:18]=2)[O:7][N:6]=1)([CH3:4])([CH3:3])[CH3:2].Cl, predict the reaction product. The product is: [C:1]([C:5]1[CH:9]=[C:8]([NH:10][C:11]([NH:12][C:13]2[CH:42]=[CH:41][CH:40]=[C:15]([O:16][C:17]3[C:26]4[C:21](=[CH:22][C:23]([O:29][CH2:30][CH:31]5[CH2:36][CH2:35][NH:34][CH2:33][CH2:32]5)=[C:24]([O:27][CH3:28])[CH:25]=4)[N:20]=[CH:19][N:18]=3)[CH:14]=2)=[O:43])[O:7][N:6]=1)([CH3:4])([CH3:2])[CH3:3].